This data is from Drug-target binding data from BindingDB using IC50 measurements. The task is: Regression. Given a target protein amino acid sequence and a drug SMILES string, predict the binding affinity score between them. We predict pIC50 (pIC50 = -log10(IC50 in M); higher means more potent). Dataset: bindingdb_ic50. (1) The drug is Nc1nc(N)c2nc(CNc3ccc(C(=O)N[C@@H](CCC(=O)O)C(=O)O)cc3)cnc2n1. The target protein sequence is MVRPLNCIVAVSQNMGIGKNGDLPWPPLRNEFKYFQRMTTTSSVEGKQNLVIMGRKTWFSIPEKNRPLKDRINIVLSRELKEPPRGAHFLAKSLDDALRLIEQPELASKVDMVWIVGGSSVYQEAMNQPGHLRLFVTRIMQEFESDTFFPEIDLGKYKLLPEYPGVLSEVQEEKGIKYKFEVYEKKD. The pIC50 is 7.6. (2) The drug is C[C@]12CCCC[C@@]13O[C@H]3C(=O)C(C#N)C2. The target protein (P04326) has sequence MEPVDPRLEPWKHPGSQPKTACTNCYCKKCCFHCQVCFITKALGISYGRKKRRQRRRAPQGSQTHQVSLSKQPTSQSRGDPTGPKE. The pIC50 is 3.6. (3) The small molecule is CSC(=N)NCCC[C@H](N)C(=O)N[C@@H](Cc1ccccc1)C(=O)O. The target protein sequence is MEDHMFGVQQIQPNVISVRLFKRKVGGLGFLVKERVSKPPVIISDLIRGGAAEQSGLIQAGDIILAVNGRPLVDLSYDSALEVLRGIASETHVVLILRGPEGFTTHLETTFTGDGTPKTIRVTQPLGPPTKAVDLSHQPPAGKEQPLAVDGASGPGNGPQHAYDDGQEAGSLPHANGLAPRPPGQDPAKKATRVSLQGRGENNELLKEIEPVLSLLTSGSRGVKGGAPAKAEMKDMGIQVDRDLDGKSHKPLPLGVENDRVFNDLWGKGNVPVVLNNPYSEKEQPPTSGKQSPTKNGSPSKCPRFLKVKNWETEVVLTDTLHLKSTLETGCTEYICMGSIMHPSQHARRPEDVRTKGQLFPLAKEFIDQYYSSIKRFGSKAHMERLEEVNKEIDTTSTYQLKDTELIYGAKHAWRNASRCVGRIQWSKLQVFDARDCTTAHGMFNYICNHVKYATNKGNLRSAITIFPQRTDGKHDFRVWNSQLIRYAGYKQPDGSTLGD.... The pIC50 is 4.4. (4) The small molecule is C=CCc1nc(C(=O)NCC(=O)O)c(O)c2ccccc12. The target protein sequence is MEVAEVESPLNPSCKIMTFRPSMEEFREFNKYLAYMESKGAHRAGLAKVIPPKEWKPRQCYDDIDNLLIPAPIQQMVTGQSGLFTQYNIQKKAMTVKEFRQLANSGKYCTPRYLDYEDLERKYWKNLTFVAPIYGADINGSIYDEGVDEWNIARLNTVLDVVEEECGISIEGVNTPYLYFGMWKTTFAWHTEDMDLYSINYLHFGEPKSWYAIPPEHGKRLERLAQGFFPSSSQGCDAFLRHKMTLISPSVLKKYGIPFDKITQEAGEFMITFPYGYHAGFNHGFNCAESTNFATVRWIDYGKVAKLCTCRKDMVKISMDIFVRKFQPDRYQLWKQGKDIYTIDHTKPTPASTPEVKAWLQRRRKVRKASRSFQCARSTSKRPKADEEEEVSDEVDGAEVPNPDSVTDDLKVSEKSEAAVKLRNTEASSEEESSASRMQVEQNLSDHIKLSGNSCLSTSVTEDIKTEDDKAYAYRSVPSISSEADDSIPLSSGYEKPEKS.... The pIC50 is 4.0. (5) The compound is O=C1CCN(c2ccccc2C(=O)NCCc2nc(-c3ccccn3)no2)C(=O)N1. The target protein (Q53GL7) has sequence MVAMAEAEAGVAVEVRGLPPAVPDELLTLYFENRRRSGGGPVLSWQRLGCGGVLTFREPADAERVLAQADHELHGAQLSLRPAPPRAPARLLLQGLPPGTTPQRLEQHVQALLRASGLPVQPCCALASPRPDRALVQLPKPLSEADVRVLEEQAQNLGLEGTLVSLARVPQARAVRVVGDGASVDLLLLELYLENERRSGGGPLEDLQRLPGPLGTVASFQQWQVAERVLQQEHRLQGSELSLVPHYDILEPEELAENTSGGDHPSTQGPRATKHALLRTGGLVTALQGAGTVTMGSGEEPGQSGASLRTGPMVQGRGIMTTGSGQEPGQSGTSLRTGPMGSLGQAEQVSSMPMGSLEHEGLVSLRPVGLQEQEGPMSLGPVGSAGPVETSKGLLGQEGLVEIAMDSPEQEGLVGPMEITMGSLEKAGPVSPGCVKLAGQEGLVEMVLLMEPGAMRFLQLYHEDLLAGLGDVALLPLEGPDMTGFRLCGAQASCQAAEEF.... The pIC50 is 5.7. (6) The compound is O=C(OCCNc1nc(-c2ccccc2)nc2ccccc12)c1cccnc1. The target protein (P24666) has sequence MAEQATKSVLFVCLGNICRSPIAEAVFRKLVTDQNISENWRVDSAATSGYEIGNPPDYRGQSCMKRHGIPMSHVARQITKEDFATFDYILCMDESNLRDLNRKSNQVKTCKAKIELLGSYDPQKQLIIEDPYYGNDSDFETVYQQCVRCCRAFLEKAH. The pIC50 is 4.6. (7) The drug is N=C(N)Nc1ccc(C(=O)Oc2cc(F)c(CC(=O)N[C@@H](Cc3ccccc3)C(=O)O)c(F)c2)cc1. The target protein sequence is MSALLFLALVGAAVAFPVDDDDKIVGGYTCRENSVPYQVSLNSGYHFCGGSLINDQWVVAAHCYKTRIQVRLGEHNINVLEGNEQFIDAAKIIKHPNFNRKTLNNDIMLIKLSSPVTLNARVATVALPSSCAPAGTQCLISGWGNTLSFGVSEPDLLQCLDAPLLPQADCEASYPGKITGNMVCAGFLEGGKDSCQGDSGGPVVCNGELQGIVSWGYGCALPDNPGVYTKVCNYVDWIQDTIAAN. The pIC50 is 9.6.